This data is from Reaction yield outcomes from USPTO patents with 853,638 reactions. The task is: Predict the reaction yield, written as a fraction of the theoretical maximum amount of product (1.0 means a 100% yield; for example, 0.34 means a 34% yield). (1) The reactants are C([O:3][C:4](=[O:20])[CH2:5][N:6]([C:8](=[O:19])[CH2:9][N:10]([C:12]([O:14][C:15]([CH3:18])([CH3:17])[CH3:16])=[O:13])[CH3:11])[CH3:7])C.[Li+].[OH-]. The catalyst is O.C1COCC1. The product is [C:15]([O:14][C:12]([N:10]([CH3:11])[CH2:9][C:8]([N:6]([CH2:5][C:4]([OH:20])=[O:3])[CH3:7])=[O:19])=[O:13])([CH3:18])([CH3:17])[CH3:16]. The yield is 0.900. (2) The reactants are [CH3:1][N:2]([CH3:36])[CH2:3][CH2:4][O:5][C:6]1[CH:11]=[CH:10][C:9]([NH:12][C:13](=[O:35])/[C:14](/[C:25]2[CH:30]=[CH:29][C:28]([O:31]COC)=[CH:27][CH:26]=2)=[C:15](/[C:19]2[CH:24]=[CH:23][CH:22]=[CH:21][CH:20]=2)\[CH2:16][CH2:17][CH3:18])=[CH:8][CH:7]=1.Cl.C([O-])(O)=O.[Na+]. The catalyst is CO.CCOC(C)=O.O. The product is [CH3:36][N:2]([CH3:1])[CH2:3][CH2:4][O:5][C:6]1[CH:7]=[CH:8][C:9]([NH:12][C:13](=[O:35])/[C:14](/[C:25]2[CH:30]=[CH:29][C:28]([OH:31])=[CH:27][CH:26]=2)=[C:15](/[C:19]2[CH:20]=[CH:21][CH:22]=[CH:23][CH:24]=2)\[CH2:16][CH2:17][CH3:18])=[CH:10][CH:11]=1. The yield is 0.830. (3) No catalyst specified. The reactants are [CH3:1][O:2][C:3]1[CH:11]=[CH:10][C:6]([C:7]([OH:9])=O)=[CH:5][C:4]=1[CH3:12].[O:13]1[CH:17]=[CH:16][CH:15]=[C:14]1[CH2:18][S:19][CH2:20][CH2:21][NH2:22]. The product is [O:13]1[CH:17]=[CH:16][CH:15]=[C:14]1[CH2:18][S:19][CH2:20][CH2:21][NH:22][C:7](=[O:9])[C:6]1[CH:10]=[CH:11][C:3]([O:2][CH3:1])=[C:4]([CH3:12])[CH:5]=1. The yield is 0.580. (4) The reactants are [Na].Cl[C:3]1[N:8]=[C:7](Cl)[C:6]([CH:10]([CH3:12])[CH3:11])=[C:5]([O:13][C:14]2[CH:19]=[C:18]([CH3:20])[CH:17]=[C:16]([CH:21]3[O:25][CH2:24][CH2:23][O:22]3)[CH:15]=2)[N:4]=1.[CH2:26]([OH:33])[C:27]1[CH:32]=[CH:31][CH:30]=[CH:29][CH:28]=1. No catalyst specified. The product is [CH2:26]([O:33][C:3]1[N:8]=[C:7]([O:22][CH2:21][C:16]2[CH:17]=[CH:18][CH:19]=[CH:14][CH:15]=2)[C:6]([CH:10]([CH3:12])[CH3:11])=[C:5]([O:13][C:14]2[CH:19]=[C:18]([CH3:20])[CH:17]=[C:16]([CH:21]3[O:25][CH2:24][CH2:23][O:22]3)[CH:15]=2)[N:4]=1)[C:27]1[CH:32]=[CH:31][CH:30]=[CH:29][CH:28]=1. The yield is 0.570. (5) The reactants are [Cl:1][C:2]1[CH:7]=[CH:6][CH:5]=[C:4]([O:8][CH3:9])[C:3]=1[C:10]1[CH:15]=[CH:14][CH:13]=[CH:12][C:11]=1Cl.Cl[C:18]1C=CC=C(OC)C=1B(O)O.CC1C=CC=CC=1Br. No catalyst specified. The product is [Cl:1][C:2]1[C:3]([C:10]2[CH:15]=[CH:14][CH:13]=[CH:12][C:11]=2[CH3:18])=[C:4]([O:8][CH3:9])[CH:5]=[CH:6][CH:7]=1. The yield is 0.620. (6) The reactants are [Cl:1][C:2]1[CH:3]=[C:4]2[C:8](=[CH:9][CH:10]=1)[NH:7][C:6](=[O:11])[CH2:5]2.[Li]CCCC.CCCCCC.[CH3:23][N:24]([CH3:35])[C:25]1[CH:26]=[C:27]2[C:31](=[CH:32][CH:33]=1)[C:30](=O)[O:29][CH2:28]2.Cl.[OH-].[Na+]. The catalyst is C(COC)OC.CCOC(C)=O.CO. The product is [Cl:1][C:2]1[CH:3]=[C:4]2[C:8](=[CH:9][CH:10]=1)[NH:7][C:6](=[O:11])[C:5]2=[C:30]1[C:31]2[C:27](=[CH:26][C:25]([N:24]([CH3:35])[CH3:23])=[CH:33][CH:32]=2)[CH2:28][O:29]1. The yield is 0.490.